From a dataset of Reaction yield outcomes from USPTO patents with 853,638 reactions. Predict the reaction yield, written as a fraction of the theoretical maximum amount of product (1.0 means a 100% yield; for example, 0.34 means a 34% yield). (1) The reactants are Br[C:2]1[CH:7]=[CH:6][C:5]([CH2:8][O:9][CH:10]([CH3:12])[CH3:11])=[CH:4][CH:3]=1.C([Li])(C)(C)C.CCCCC.C([Sn](Cl)(CCCC)CCCC)CCC.[CH3:37][Si:38]([CH3:54])([CH3:53])[CH2:39][CH2:40][O:41][C:42](=[O:52])[NH:43][C:44]1[CH:49]=[CH:48][C:47]([CH2:50]Cl)=[CH:46][CH:45]=1. The catalyst is O1CCCC1.C1C=CC([P]([Pd]([P](C2C=CC=CC=2)(C2C=CC=CC=2)C2C=CC=CC=2)([P](C2C=CC=CC=2)(C2C=CC=CC=2)C2C=CC=CC=2)[P](C2C=CC=CC=2)(C2C=CC=CC=2)C2C=CC=CC=2)(C2C=CC=CC=2)C2C=CC=CC=2)=CC=1.CN(C)P(N(C)C)(N(C)C)=O. The product is [CH3:53][Si:38]([CH3:37])([CH3:54])[CH2:39][CH2:40][O:41][C:42](=[O:52])[NH:43][C:44]1[CH:45]=[CH:46][C:47]([CH2:50][C:2]2[CH:7]=[CH:6][C:5]([CH2:8][O:9][CH:10]([CH3:12])[CH3:11])=[CH:4][CH:3]=2)=[CH:48][CH:49]=1. The yield is 0.260. (2) The reactants are [Cl:1][C:2]1[CH:3]=[CH:4][N:5]2[CH:10]=[C:9]([CH:11](O)[CH2:12][CH3:13])[N:8]([C:15]3[CH:20]=[CH:19][CH:18]=[C:17]([F:21])[CH:16]=3)[C:7](=[O:22])[C:6]=12.C1C=CC(P([N:37]=[N+:38]=[N-:39])(C2C=CC=CC=2)=O)=CC=1.C1CCN2C(=NCCC2)CC1. The catalyst is C1COCC1. The product is [N:37]([CH:11]([C:9]1[N:8]([C:15]2[CH:20]=[CH:19][CH:18]=[C:17]([F:21])[CH:16]=2)[C:7](=[O:22])[C:6]2[N:5]([CH:4]=[CH:3][C:2]=2[Cl:1])[CH:10]=1)[CH2:12][CH3:13])=[N+:38]=[N-:39]. The yield is 0.750.